Dataset: Full USPTO retrosynthesis dataset with 1.9M reactions from patents (1976-2016). Task: Predict the reactants needed to synthesize the given product. (1) Given the product [CH:16]1([N:13]2[C:5]3[N:6]=[C:7]([NH:11][CH3:12])[N:8]=[C:9]([CH3:10])[C:4]=3[CH:3]=[C:2]([C:25]3[CH:26]=[N:21][CH:22]=[N:23][CH:24]=3)[C:14]2=[O:15])[CH2:20][CH2:19][CH2:18][CH2:17]1, predict the reactants needed to synthesize it. The reactants are: Br[C:2]1[C:14](=[O:15])[N:13]([CH:16]2[CH2:20][CH2:19][CH2:18][CH2:17]2)[C:5]2[N:6]=[C:7]([NH:11][CH3:12])[N:8]=[C:9]([CH3:10])[C:4]=2[CH:3]=1.[N:21]1[CH:26]=[C:25](B(O)O)[CH:24]=[N:23][CH:22]=1. (2) Given the product [C:1]([O:5][C:6]([N:8]([O:26][C:27]([O:29][C:30]([CH3:33])([CH3:32])[CH3:31])=[O:28])[C:9]1([CH3:25])[C:13](=[O:14])[N:12]([CH3:15])[N:11]=[C:10]1[C:16]1[CH:21]=[CH:20][C:19]([S:22]([CH3:24])(=[O:23])=[N:40][C:38](=[O:39])[C:37]([F:42])([F:41])[F:36])=[CH:18][CH:17]=1)=[O:7])([CH3:4])([CH3:2])[CH3:3], predict the reactants needed to synthesize it. The reactants are: [C:1]([O:5][C:6]([N:8]([O:26][C:27]([O:29][C:30]([CH3:33])([CH3:32])[CH3:31])=[O:28])[C:9]1([CH3:25])[C:13](=[O:14])[N:12]([CH3:15])[N:11]=[C:10]1[C:16]1[CH:21]=[CH:20][C:19]([S:22]([CH3:24])=[O:23])=[CH:18][CH:17]=1)=[O:7])([CH3:4])([CH3:3])[CH3:2].[O-2].[Mg+2].[F:36][C:37]([F:42])([F:41])[C:38]([NH2:40])=[O:39].C(OI(OC(=O)C)C1C=CC=CC=1)(=O)C. (3) Given the product [NH2:44][C:45]1[N:46]=[CH:47][C:48]([C:32]2[CH:33]=[CH:34][C:29]([C:9]3[N:8]([C:5]4[CH:4]=[CH:3][C:2]([Cl:1])=[CH:7][CH:6]=4)[C:13](=[O:14])[C:12]4[CH:15]=[N:16][N:17]([C:18]5[CH:19]=[C:20]([NH:24][S:25]([CH3:28])(=[O:26])=[O:27])[CH:21]=[CH:22][CH:23]=5)[C:11]=4[N:10]=3)=[CH:30][CH:31]=2)=[CH:49][CH:50]=1, predict the reactants needed to synthesize it. The reactants are: [Cl:1][C:2]1[CH:7]=[CH:6][C:5]([N:8]2[C:13](=[O:14])[C:12]3[CH:15]=[N:16][N:17]([C:18]4[CH:19]=[C:20]([NH:24][S:25]([CH3:28])(=[O:27])=[O:26])[CH:21]=[CH:22][CH:23]=4)[C:11]=3[N:10]=[C:9]2[C:29]2[CH:34]=[CH:33][C:32](B3OC(C)(C)C(C)(C)O3)=[CH:31][CH:30]=2)=[CH:4][CH:3]=1.[NH2:44][C:45]1[CH:50]=[CH:49][C:48](Br)=[CH:47][N:46]=1.C(=O)([O-])[O-].[Cs+].[Cs+].